From a dataset of Full USPTO retrosynthesis dataset with 1.9M reactions from patents (1976-2016). Predict the reactants needed to synthesize the given product. Given the product [C:1]([N:8]1[CH2:16][C:15]2[C:10](=[CH:11][CH:12]=[CH:13][CH:14]=2)[CH:9]1[C:17]([O:19][CH3:20])=[O:18])([O:3][C:4]([CH3:7])([CH3:6])[CH3:5])=[O:2], predict the reactants needed to synthesize it. The reactants are: [C:1]([N:8]1[CH2:16][C:15]2[C:10](=[CH:11][CH:12]=[CH:13][CH:14]=2)[CH:9]1[C:17]([OH:19])=[O:18])([O:3][C:4]([CH3:7])([CH3:6])[CH3:5])=[O:2].[CH3:20][Si](C=[N+]=[N-])(C)C.